This data is from Full USPTO retrosynthesis dataset with 1.9M reactions from patents (1976-2016). The task is: Predict the reactants needed to synthesize the given product. (1) Given the product [N:1]1([CH2:14][CH2:15][CH2:16][C:17]([C:19]2[CH:24]=[CH:23][CH:22]=[CH:21][CH:20]=2)=[O:18])[C:13]2[C:12]3[CH:11]=[CH:10][CH:9]=[CH:8][C:7]=3[N:6]=[CH:5][C:4]=2[N:3]=[CH:2]1, predict the reactants needed to synthesize it. The reactants are: [N:1]1([CH2:14][CH2:15][CH2:16][CH:17]([C:19]2[CH:24]=[CH:23][CH:22]=[CH:21][CH:20]=2)[OH:18])[C:13]2[C:12]3[CH:11]=[CH:10][CH:9]=[CH:8][C:7]=3[N:6]=[CH:5][C:4]=2[N:3]=[CH:2]1.CS(C)=O.C(Cl)(=O)C(Cl)=O.C(N(CC)CC)C. (2) The reactants are: [C:1]([NH:4][C:5]1[CH:14]=[CH:13][C:12]2[C:7](=[CH:8][CH:9]=[CH:10][CH:11]=2)[C:6]=1[C:15]1[C:24]2[C:19](=[CH:20][CH:21]=[CH:22][CH:23]=2)[CH:18]=[CH:17][C:16]=1[P:25]([C:33]1[CH:38]=[CH:37][CH:36]=[CH:35][CH:34]=1)([C:27]1[CH:32]=[CH:31][CH:30]=[CH:29][CH:28]=1)=O)(=O)[CH3:2]. Given the product [CH2:1]([NH:4][C:5]1[CH:14]=[CH:13][C:12]2[C:7](=[CH:8][CH:9]=[CH:10][CH:11]=2)[C:6]=1[C:15]1[C:24]2[C:19](=[CH:20][CH:21]=[CH:22][CH:23]=2)[CH:18]=[CH:17][C:16]=1[P:25]([C:27]1[CH:32]=[CH:31][CH:30]=[CH:29][CH:28]=1)[C:33]1[CH:34]=[CH:35][CH:36]=[CH:37][CH:38]=1)[CH3:2], predict the reactants needed to synthesize it. (3) Given the product [CH3:1][O:2][C:3](=[O:15])[C:4]1[CH:9]=[C:8]([S:10]([CH3:13])(=[O:12])=[O:11])[CH:7]=[CH:6][C:5]=1[N:17]([CH3:16])[CH2:18][CH2:19][CH3:20], predict the reactants needed to synthesize it. The reactants are: [CH3:1][O:2][C:3](=[O:15])[C:4]1[CH:9]=[C:8]([S:10]([CH3:13])(=[O:12])=[O:11])[CH:7]=[CH:6][C:5]=1Cl.[CH3:16][NH:17][CH2:18][CH2:19][CH3:20]. (4) Given the product [Cl:1][C:2]1[CH:7]=[CH:6][CH:5]=[CH:4][C:3]=1[C@H:8]([OH:15])[C@@H:9]([OH:16])[CH3:10], predict the reactants needed to synthesize it. The reactants are: [Cl:1][C:2]1[CH:7]=[CH:6][CH:5]=[CH:4][C:3]=1/[CH:8]=[CH:9]/[CH3:10].CC([OH:15])(C)C.[OH2:16]. (5) Given the product [NH2:8][C:6]1[C:5]([N+:9]([O-:11])=[O:10])=[CH:4][N:3]=[C:2]([N:13]2[CH2:18][CH2:17][CH2:16][C@@H:15]([C:19]([N:21]3[CH2:22][CH2:23][CH2:24][CH2:25]3)=[O:20])[CH2:14]2)[N:7]=1, predict the reactants needed to synthesize it. The reactants are: Cl[C:2]1[N:7]=[C:6]([NH2:8])[C:5]([N+:9]([O-:11])=[O:10])=[CH:4][N:3]=1.Cl.[NH:13]1[CH2:18][CH2:17][CH2:16][C@@H:15]([C:19]([N:21]2[CH2:25][CH2:24][CH2:23][CH2:22]2)=[O:20])[CH2:14]1.Cl.Cl.NC1C=CC(N2CCC[C@@H](C(N3CCCC3)=O)C2)=NC=1N.C(N(CC)CC)C. (6) Given the product [Cl:14][C:15]1[C:16]([CH3:25])=[C:17]([S:21]([NH:13][C:2]2[S:3][C:4]3[CH2:9][CH2:8][C:7]4[S:10][CH:11]=[CH:12][C:6]=4[C:5]=3[N:1]=2)(=[O:23])=[O:22])[CH:18]=[CH:19][CH:20]=1, predict the reactants needed to synthesize it. The reactants are: [N:1]1[C:5]2[C:6]3[CH:12]=[CH:11][S:10][C:7]=3[CH2:8][CH2:9][C:4]=2[S:3][C:2]=1[NH2:13].[Cl:14][C:15]1[C:16]([CH3:25])=[C:17]([S:21](Cl)(=[O:23])=[O:22])[CH:18]=[CH:19][CH:20]=1.